From a dataset of Full USPTO retrosynthesis dataset with 1.9M reactions from patents (1976-2016). Predict the reactants needed to synthesize the given product. (1) Given the product [Si:16]([O:23][CH:24]([C:31]1[CH:40]=[CH:39][C:38]2[C:33](=[CH:34][CH:35]=[CH:36][CH:37]=2)[CH:32]=1)[CH2:25][CH2:26][CH2:27][CH2:28][CH:29]=[CH:11][C:12]([O:14][CH3:15])=[O:13])([C:19]([CH3:20])([CH3:21])[CH3:22])([CH3:18])[CH3:17], predict the reactants needed to synthesize it. The reactants are: [H-].[Na+].C(OP([CH2:11][C:12]([O:14][CH3:15])=[O:13])(OCC)=O)C.[Si:16]([O:23][CH:24]([C:31]1[CH:40]=[CH:39][C:38]2[C:33](=[CH:34][CH:35]=[CH:36][CH:37]=2)[CH:32]=1)[CH2:25][CH2:26][CH2:27][CH2:28][CH:29]=O)([C:19]([CH3:22])([CH3:21])[CH3:20])([CH3:18])[CH3:17]. (2) Given the product [C:29]([O:28][CH:25]([C:5]1[C:6]2[N:7]3[CH2:15][CH2:14][CH2:13][CH2:12][N:11]([C:16]4[CH:21]=[CH:20][C:19]([O:22][CH3:23])=[CH:18][C:17]=4[Cl:24])[C:8]3=[N:9][C:10]=2[C:2]([Cl:1])=[CH:3][CH:4]=1)[CH2:26][CH3:27])(=[O:31])[CH3:30], predict the reactants needed to synthesize it. The reactants are: [Cl:1][C:2]1[C:10]2[N:9]=[C:8]3[N:11]([C:16]4[CH:21]=[CH:20][C:19]([O:22][CH3:23])=[CH:18][C:17]=4[Cl:24])[CH2:12][CH2:13][CH2:14][CH2:15][N:7]3[C:6]=2[C:5]([CH:25]([OH:28])[CH2:26][CH3:27])=[CH:4][CH:3]=1.[C:29](OC(=O)C)(=[O:31])[CH3:30]. (3) The reactants are: [OH:1][C:2]([CH:4]([C:6]1[CH:15]=[CH:14][C:9]([CH2:10][CH:11]([CH3:13])[CH3:12])=[CH:8][CH:7]=1)[CH3:5])=[O:3].C(N(C(C)C)C(C)C)(C)C.[CH2:26]([C:28]([O:30][CH:31](I)[C:32]([O:34][CH:35]([CH3:37])[CH3:36])=[O:33])=[S:29])[CH3:27]. Given the product [CH2:26]([C:28]([O:30][CH:31]([O:3][C:2](=[O:1])[CH:4]([C:6]1[CH:7]=[CH:8][C:9]([CH2:10][CH:11]([CH3:12])[CH3:13])=[CH:14][CH:15]=1)[CH3:5])[C:32]([O:34][CH:35]([CH3:36])[CH3:37])=[O:33])=[S:29])[CH3:27], predict the reactants needed to synthesize it. (4) Given the product [Br:1][C:2]1[CH:10]=[C:6]([C:7]([N:28]=[S@:26]([CH2:29][C:30]([O:32][CH2:33][CH3:34])=[O:31])([C:20]2[CH:25]=[CH:24][CH:23]=[CH:22][CH:21]=2)=[O:27])=[O:9])[CH:5]=[N:4][CH:3]=1, predict the reactants needed to synthesize it. The reactants are: [Br:1][C:2]1[CH:3]=[N:4][CH:5]=[C:6]([CH:10]=1)[C:7]([OH:9])=O.C(N(CC)C(C)C)(C)C.[C:20]1([S:26]([CH2:29][C:30]([O:32][CH2:33][CH3:34])=[O:31])(=[NH:28])=[O:27])[CH:25]=[CH:24][CH:23]=[CH:22][CH:21]=1.F[P-](F)(F)(F)(F)F.N1(O[P+](N(C)C)(N(C)C)N(C)C)C2C=CC=CC=2N=N1. (5) Given the product [CH3:16][O:17][C:18]1[CH:19]=[C:20](/[C:21](=[CH:10]/[C:9]2[CH:12]=[CH:13][CH:14]=[CH:15][C:8]=2[OH:7])/[C:22]#[N:23])[CH:24]=[CH:25][C:26]=1[O:27][CH3:28], predict the reactants needed to synthesize it. The reactants are: COCCOC[O:7][C:8]1[CH:15]=[CH:14][CH:13]=[CH:12][C:9]=1[CH:10]=O.[CH3:16][O:17][C:18]1[CH:19]=[C:20]([CH:24]=[CH:25][C:26]=1[O:27][CH3:28])[CH2:21][C:22]#[N:23]. (6) Given the product [F:1][C:2]1([F:24])[CH2:7][CH2:6][CH:5]([CH2:8][NH:9][C:10]([C:12]2[C:13]3[CH:14]=[CH:15][C:16]([N:39]4[CH2:40][CH2:41][CH:37]([CH:36]([F:42])[F:35])[CH2:38]4)=[N:17][C:18]=3[CH:19]=[CH:20][C:21]=2[Cl:22])=[O:11])[CH2:4][CH2:3]1, predict the reactants needed to synthesize it. The reactants are: [F:1][C:2]1([F:24])[CH2:7][CH2:6][CH:5]([CH2:8][NH:9][C:10]([C:12]2[C:13]3[CH:14]=[CH:15][C:16](Cl)=[N:17][C:18]=3[CH:19]=[CH:20][C:21]=2[Cl:22])=[O:11])[CH2:4][CH2:3]1.CCN(C(C)C)C(C)C.Cl.[F:35][CH:36]([F:42])[CH:37]1[CH2:41][CH2:40][NH:39][CH2:38]1. (7) Given the product [Br:1][C:19]1[CH:18]=[C:14]([CH:13]=[C:12]([N+:9]([O-:11])=[O:10])[CH:20]=1)[C:15]([OH:17])=[O:16], predict the reactants needed to synthesize it. The reactants are: [Br:1]N1C(=O)CCC1=O.[N+:9]([C:12]1[CH:13]=[C:14]([CH:18]=[CH:19][CH:20]=1)[C:15]([OH:17])=[O:16])([O-:11])=[O:10].